Dataset: NCI-60 drug combinations with 297,098 pairs across 59 cell lines. Task: Regression. Given two drug SMILES strings and cell line genomic features, predict the synergy score measuring deviation from expected non-interaction effect. (1) Drug 1: CN1CCC(CC1)COC2=C(C=C3C(=C2)N=CN=C3NC4=C(C=C(C=C4)Br)F)OC. Drug 2: CN1C2=C(C=C(C=C2)N(CCCl)CCCl)N=C1CCCC(=O)O.Cl. Cell line: OVCAR-5. Synergy scores: CSS=17.3, Synergy_ZIP=-1.59, Synergy_Bliss=1.55, Synergy_Loewe=-18.7, Synergy_HSA=1.11. (2) Drug 1: C1=C(C(=O)NC(=O)N1)N(CCCl)CCCl. Drug 2: CC1=C(N=C(N=C1N)C(CC(=O)N)NCC(C(=O)N)N)C(=O)NC(C(C2=CN=CN2)OC3C(C(C(C(O3)CO)O)O)OC4C(C(C(C(O4)CO)O)OC(=O)N)O)C(=O)NC(C)C(C(C)C(=O)NC(C(C)O)C(=O)NCCC5=NC(=CS5)C6=NC(=CS6)C(=O)NCCC[S+](C)C)O. Cell line: LOX IMVI. Synergy scores: CSS=32.7, Synergy_ZIP=-5.40, Synergy_Bliss=3.47, Synergy_Loewe=4.92, Synergy_HSA=5.20. (3) Drug 1: CC=C1C(=O)NC(C(=O)OC2CC(=O)NC(C(=O)NC(CSSCCC=C2)C(=O)N1)C(C)C)C(C)C. Drug 2: C1CN1C2=NC(=NC(=N2)N3CC3)N4CC4. Cell line: SF-268. Synergy scores: CSS=38.3, Synergy_ZIP=0.0967, Synergy_Bliss=2.19, Synergy_Loewe=-20.6, Synergy_HSA=1.63. (4) Drug 1: CS(=O)(=O)CCNCC1=CC=C(O1)C2=CC3=C(C=C2)N=CN=C3NC4=CC(=C(C=C4)OCC5=CC(=CC=C5)F)Cl. Drug 2: C#CCC(CC1=CN=C2C(=N1)C(=NC(=N2)N)N)C3=CC=C(C=C3)C(=O)NC(CCC(=O)O)C(=O)O. Cell line: SNB-19. Synergy scores: CSS=49.4, Synergy_ZIP=0.376, Synergy_Bliss=-0.246, Synergy_Loewe=-0.279, Synergy_HSA=0.464.